From a dataset of Forward reaction prediction with 1.9M reactions from USPTO patents (1976-2016). Predict the product of the given reaction. (1) Given the reactants [NH2:1][C:2]1[CH:15]=[CH:14][C:5]([O:6][C:7]2[CH:12]=[CH:11][N:10]=[C:9]([NH2:13])[CH:8]=2)=[CH:4][C:3]=1[Cl:16].Cl[C:18](OC1C=CC=CC=1)=[O:19].Cl.[NH:28]1[CH2:31][CH2:30][CH2:29]1.C(=O)([O-])O.[Na+], predict the reaction product. The product is: [NH2:1][C:2]1[CH:15]=[CH:14][C:5]([O:6][C:7]2[CH:12]=[CH:11][N:10]=[C:9]([NH:13][C:18]([N:28]3[CH2:31][CH2:30][CH2:29]3)=[O:19])[CH:8]=2)=[CH:4][C:3]=1[Cl:16]. (2) Given the reactants [OH:1][C:2]1[CH:7]=[CH:6][C:5]([CH:8]2[CH2:13][CH2:12][N:11]([C:14]([O:16][C:17]([CH3:20])([CH3:19])[CH3:18])=[O:15])[CH2:10][CH:9]2[O:21][CH2:22][C:23]2[CH:32]=[C:31]3[C:26]([CH2:27][CH2:28][C:29](=[O:38])[N:30]3[CH2:33][CH2:34][CH2:35][O:36][CH3:37])=[CH:25][CH:24]=2)=[CH:4][CH:3]=1.Br[CH2:40][CH2:41][CH2:42][CH2:43][O:44][C:45]1[CH:50]=[CH:49][CH:48]=[CH:47][C:46]=1[CH3:51], predict the reaction product. The product is: [CH3:37][O:36][CH2:35][CH2:34][CH2:33][N:30]1[C:31]2[C:26](=[CH:25][CH:24]=[C:23]([CH2:22][O:21][CH:9]3[CH:8]([C:5]4[CH:6]=[CH:7][C:2]([O:1][CH2:40][CH2:41][CH2:42][CH2:43][O:44][C:45]5[CH:50]=[CH:49][CH:48]=[CH:47][C:46]=5[CH3:51])=[CH:3][CH:4]=4)[CH2:13][CH2:12][N:11]([C:14]([O:16][C:17]([CH3:19])([CH3:20])[CH3:18])=[O:15])[CH2:10]3)[CH:32]=2)[CH2:27][CH2:28][C:29]1=[O:38]. (3) Given the reactants [CH2:1]([O:3][C:4](=[O:28])[CH2:5][CH2:6][N:7]([C:21]([O:23][C:24]([CH3:27])([CH3:26])[CH3:25])=[O:22])[CH2:8][C:9]([N:11]1[C:19]2[C:14](=[CH:15][C:16]([OH:20])=[CH:17][CH:18]=2)[CH2:13][CH2:12]1)=[O:10])[CH3:2].Cl[CH2:30][C:31]1[CH:36]=[CH:35][C:34]([CH2:37][CH3:38])=[C:33]([C:39]([F:42])([F:41])[F:40])[CH:32]=1.C(=O)([O-])[O-].[K+].[K+], predict the reaction product. The product is: [CH2:1]([O:3][C:4](=[O:28])[CH2:5][CH2:6][N:7]([C:21]([O:23][C:24]([CH3:27])([CH3:26])[CH3:25])=[O:22])[CH2:8][C:9]([N:11]1[C:19]2[C:14](=[CH:15][C:16]([O:20][CH2:30][C:31]3[CH:36]=[CH:35][C:34]([CH2:37][CH3:38])=[C:33]([C:39]([F:40])([F:42])[F:41])[CH:32]=3)=[CH:17][CH:18]=2)[CH2:13][CH2:12]1)=[O:10])[CH3:2]. (4) Given the reactants [CH:1]([C:3]1[CH:35]=[CH:34][C:6]([CH2:7][N:8]2[C:13](=[N:14][C:15]3[CH:20]=[CH:19][C:18]([O:21][CH:22]([CH3:24])[CH3:23])=[C:17]([CH3:25])[CH:16]=3)[NH:12][C:11](=[O:26])[N:10]([CH2:27][C@@H:28]([C:30]([OH:32])=[O:31])[CH3:29])[C:9]2=[O:33])=[CH:5][CH:4]=1)=[CH2:2].[CH3:36]O, predict the reaction product. The product is: [CH2:1]([C:3]1[CH:4]=[CH:5][C:6]([CH2:7][N:8]2[C:13](=[N:14][C:15]3[CH:20]=[CH:19][C:18]([O:21][CH:22]([CH3:24])[CH3:23])=[C:17]([CH3:25])[CH:16]=3)[NH:12][C:11](=[O:26])[N:10]([CH2:27][C@@H:28]([C:30]([O:32][CH3:36])=[O:31])[CH3:29])[C:9]2=[O:33])=[CH:34][CH:35]=1)[CH3:2]. (5) The product is: [Br:22][CH2:13][C:14]1[CH:21]=[CH:20][CH:19]=[CH:18][C:15]=1[C:16]#[N:17]. Given the reactants N(C(C)(C)C#N)=NC(C)(C)C#N.[CH3:13][C:14]1[CH:21]=[CH:20][CH:19]=[CH:18][C:15]=1[C:16]#[N:17].[Br:22]N1C(=O)CCC1=O, predict the reaction product. (6) Given the reactants [CH:1]1([CH2:6]I)[CH2:5][CH2:4][CH2:3][CH2:2]1.[F:8][C:9]1[CH:14]=[CH:13][CH:12]=[CH:11][C:10]=1[C:15]1[N:19]2[N:20]=[C:21]([O:25][CH2:26][C:27]3[N:28]([CH3:32])[N:29]=[CH:30][N:31]=3)[C:22](I)=[CH:23][C:18]2=[N:17][N:16]=1, predict the reaction product. The product is: [CH:1]1([CH2:6][C:22]2[C:21]([O:25][CH2:26][C:27]3[N:28]([CH3:32])[N:29]=[CH:30][N:31]=3)=[N:20][N:19]3[C:15]([C:10]4[CH:11]=[CH:12][CH:13]=[CH:14][C:9]=4[F:8])=[N:16][N:17]=[C:18]3[CH:23]=2)[CH2:5][CH2:4][CH2:3][CH2:2]1.